This data is from Forward reaction prediction with 1.9M reactions from USPTO patents (1976-2016). The task is: Predict the product of the given reaction. (1) Given the reactants [NH2:1][C:2]1[CH:27]=[CH:26][C:5]([O:6][C:7]2[CH:12]=[CH:11][N:10]=[C:9]([NH:13][C:14]([N:16]3[CH2:21][CH2:20][CH:19]([N:22]4[CH2:25][CH2:24][CH2:23]4)[CH2:18][CH2:17]3)=[O:15])[CH:8]=2)=[CH:4][CH:3]=1.[C:28]1([CH2:34][C:35]([N:37]=[C:38]=[O:39])=[O:36])[CH:33]=[CH:32][CH:31]=[CH:30][CH:29]=1, predict the reaction product. The product is: [N:22]1([CH:19]2[CH2:18][CH2:17][N:16]([C:14]([NH:13][C:9]3[CH:8]=[C:7]([O:6][C:5]4[CH:4]=[CH:3][C:2]([NH:1][C:38]([NH:37][C:35](=[O:36])[CH2:34][C:28]5[CH:29]=[CH:30][CH:31]=[CH:32][CH:33]=5)=[O:39])=[CH:27][CH:26]=4)[CH:12]=[CH:11][N:10]=3)=[O:15])[CH2:21][CH2:20]2)[CH2:25][CH2:24][CH2:23]1. (2) Given the reactants Br[C:2]1[C:7]([Br:8])=[CH:6][C:5]([F:9])=[CH:4][N:3]=1.[CH3:10]B(O)O.C([O-])([O-])=O.[K+].[K+].O, predict the reaction product. The product is: [Br:8][C:7]1[C:2]([CH3:10])=[N:3][CH:4]=[C:5]([F:9])[CH:6]=1.